From a dataset of Retrosynthesis with 50K atom-mapped reactions and 10 reaction types from USPTO. Predict the reactants needed to synthesize the given product. (1) Given the product CCOC(=O)CN(Cc1ccccc1)Cc1cccc(OCCn2ccc3ccccc32)c1, predict the reactants needed to synthesize it. The reactants are: CCOC(=O)CN(Cc1ccccc1)Cc1cccc(O)c1.CS(=O)(=O)OCCn1ccc2ccccc21. (2) Given the product COc1ccc(CNc2cncc(-c3cc4c(cn3)cnn4-c3cccc(F)n3)n2)cc1, predict the reactants needed to synthesize it. The reactants are: CCCC[Sn](CCCC)(CCCC)c1cc2c(cn1)cnn2-c1cccc(F)n1.COc1ccc(CNc2cncc(Br)n2)cc1. (3) Given the product CC1C(=O)N(COCC[Si](C)(C)C)N=C2COc3ccc(N4CCN(C(=O)OC(C)(C)C)CC4)cc3N21, predict the reactants needed to synthesize it. The reactants are: CC(C)(C)OC(=O)N1CCNCC1.CC1C(=O)N(COCC[Si](C)(C)C)N=C2COc3ccc(Br)cc3N21. (4) Given the product CC(C)CN(c1ccc(C(O)(C#CC(=O)O)C(F)(F)F)cc1)S(=O)(=O)c1ccccc1, predict the reactants needed to synthesize it. The reactants are: CC(C)CN(c1ccc(C(O)(C#CC(=O)OC(C)(C)C)C(F)(F)F)cc1)S(=O)(=O)c1ccccc1. (5) Given the product CC(C)(C)OC(=O)NC[C@H](NC(=O)OCc1ccccc1)C(=O)O, predict the reactants needed to synthesize it. The reactants are: COC(=O)[C@H](CNC(=O)OC(C)(C)C)NC(=O)OCc1ccccc1. (6) Given the product CSc1nc(-c2cccc(C)n2)c2c(N)c(C(=O)O)sc2n1, predict the reactants needed to synthesize it. The reactants are: CCOC(=O)c1sc2nc(SC)nc(-c3cccc(C)n3)c2c1N.